This data is from Forward reaction prediction with 1.9M reactions from USPTO patents (1976-2016). The task is: Predict the product of the given reaction. (1) Given the reactants [CH3:1][N:2]1[C:7](=[O:8])[CH:6]=[C:5]([N:9]2[CH2:14][CH2:13][O:12][CH2:11][CH2:10]2)[N:4]=[C:3]1[CH2:15][C:16]([O-:18])=O.[Na+].[Br:20][C:21]1[CH:22]=[C:23]([CH:25]=[CH:26][CH:27]=1)[NH2:24], predict the reaction product. The product is: [Br:20][C:21]1[CH:22]=[C:23]([NH:24][C:16](=[O:18])[CH2:15][C:3]2[N:2]([CH3:1])[C:7](=[O:8])[CH:6]=[C:5]([N:9]3[CH2:10][CH2:11][O:12][CH2:13][CH2:14]3)[N:4]=2)[CH:25]=[CH:26][CH:27]=1. (2) Given the reactants [CH2:1]([N:8]1[CH2:13][CH2:12][CH:11]([C:14]([O:16]CC)=O)[C:10](=O)[CH2:9]1)[C:2]1[CH:7]=[CH:6][CH:5]=[CH:4][CH:3]=1.[NH2:20][C:21]1[CH:22]=[C:23]([CH:28]=[CH:29][C:30]=1[Br:31])[C:24]([O:26][CH3:27])=[O:25].O1CCOCC1.C[Si](Cl)(C)C, predict the reaction product. The product is: [CH2:1]([N:8]1[CH2:9][C:10]2[NH:20][C:21]3[C:30]([Br:31])=[CH:29][CH:28]=[C:23]([C:24]([O:26][CH3:27])=[O:25])[C:22]=3[C:14](=[O:16])[C:11]=2[CH2:12][CH2:13]1)[C:2]1[CH:3]=[CH:4][CH:5]=[CH:6][CH:7]=1. (3) The product is: [O:22]=[S:17]1(=[O:21])[CH2:18][CH2:19][CH2:20][N:16]1[C:14]1[CH:13]=[CH:12][C:11]([C:23]([N:25]2[CH2:26][CH2:27][N:28]([C:31]3[C:36]([CH3:37])=[CH:35][C:34]([CH2:38][CH3:39])=[CH:33][N:32]=3)[CH2:29][CH2:30]2)=[O:24])=[C:10]([CH:15]=1)[C:9]([NH:8][CH3:6])=[O:40]. Given the reactants C(O[C:6]([N:8](C(OC(C)(C)C)=O)[C:9](=[O:40])[C:10]1[CH:15]=[C:14]([N:16]2[CH2:20][CH2:19][CH2:18][S:17]2(=[O:22])=[O:21])[CH:13]=[CH:12][C:11]=1[C:23]([N:25]1[CH2:30][CH2:29][N:28]([C:31]2[C:36]([CH3:37])=[CH:35][C:34]([CH2:38][CH3:39])=[CH:33][N:32]=2)[CH2:27][CH2:26]1)=[O:24])=O)(C)(C)C, predict the reaction product. (4) Given the reactants [Cl:1][C:2]1[CH:3]=[CH:4][C:5]([F:37])=[C:6]([C:8]2[CH:13]=[CH:12][C:11]([CH2:14][N:15]([CH2:31][C@@H:32]([OH:36])[C:33]([OH:35])=[O:34])[NH:16][C:17]([C:19]3[NH:23][C:22](=[O:24])[N:21]([C:25]4[CH:30]=[CH:29][CH:28]=[CH:27][CH:26]=4)[N:20]=3)=[O:18])=[CH:10][CH:9]=2)[CH:7]=1.[C:38]([O:43][CH2:44]Cl)(=[O:42])[CH2:39][CH2:40][CH3:41].[Na+].[I-].CC1C=CC=C(C)N=1, predict the reaction product. The product is: [Cl:1][C:2]1[CH:3]=[CH:4][C:5]([F:37])=[C:6]([C:8]2[CH:9]=[CH:10][C:11]([CH2:14][N:15]([CH2:31][C@@H:32]([OH:36])[C:33]([O:35][CH2:44][O:43][C:38](=[O:42])[CH2:39][CH2:40][CH3:41])=[O:34])[NH:16][C:17]([C:19]3[NH:23][C:22](=[O:24])[N:21]([C:25]4[CH:30]=[CH:29][CH:28]=[CH:27][CH:26]=4)[N:20]=3)=[O:18])=[CH:12][CH:13]=2)[CH:7]=1. (5) Given the reactants [CH3:1][C:2]1[N:7]=[C:6]([C:8]2[CH:9]=[C:10](B(O)O)[CH:11]=[CH:12][CH:13]=2)[CH:5]=[C:4]([C:17]2[CH:22]=[CH:21][C:20]([C:23]([F:26])([F:25])[F:24])=[CH:19][CH:18]=2)[CH:3]=1.Br[C:28]1[CH:29]=[C:30]([S:34]([NH:37][C:38]([CH3:42])([CH3:41])[CH2:39][OH:40])(=[O:36])=[O:35])[CH:31]=[CH:32][CH:33]=1, predict the reaction product. The product is: [OH:40][CH2:39][C:38]([NH:37][S:34]([C:30]1[CH:29]=[C:28]([C:10]2[CH:11]=[CH:12][CH:13]=[C:8]([C:6]3[CH:5]=[C:4]([C:17]4[CH:18]=[CH:19][C:20]([C:23]([F:25])([F:24])[F:26])=[CH:21][CH:22]=4)[CH:3]=[C:2]([CH3:1])[N:7]=3)[CH:9]=2)[CH:33]=[CH:32][CH:31]=1)(=[O:36])=[O:35])([CH3:42])[CH3:41]. (6) Given the reactants [NH:1]1[C:5]2[CH:6]=[CH:7][CH:8]=[CH:9][C:4]=2[N:3]=[N:2]1.[CH2:10]([NH:17][CH2:18][CH2:19][C:20]([O:22][CH2:23][CH3:24])=[O:21])[C:11]1[CH:16]=[CH:15][CH:14]=[CH:13][CH:12]=1.[CH2:25]=O, predict the reaction product. The product is: [CH2:23]([O:22][C:20](=[O:21])[CH2:19][CH2:18][N:17]([CH2:25][N:1]1[C:5]2[CH:6]=[CH:7][CH:8]=[CH:9][C:4]=2[N:3]=[N:2]1)[CH2:10][C:11]1[CH:16]=[CH:15][CH:14]=[CH:13][CH:12]=1)[CH3:24].